From a dataset of Reaction yield outcomes from USPTO patents with 853,638 reactions. Predict the reaction yield, written as a fraction of the theoretical maximum amount of product (1.0 means a 100% yield; for example, 0.34 means a 34% yield). The reactants are [CH3:1][C:2]1[O:6][N:5]=[C:4]([C:7]2[CH:12]=[CH:11][CH:10]=[CH:9][CH:8]=2)[C:3]=1[CH2:13][O:14][C:15]1[CH:23]=[CH:22][C:18]([C:19]([OH:21])=O)=[CH:17][N:16]=1.Cl.[NH:25]1[CH2:29][CH2:28][C:27](=[O:30])[NH:26]1. No catalyst specified. The product is [CH3:1][C:2]1[O:6][N:5]=[C:4]([C:7]2[CH:8]=[CH:9][CH:10]=[CH:11][CH:12]=2)[C:3]=1[CH2:13][O:14][C:15]1[N:16]=[CH:17][C:18]([C:19]([N:25]2[CH:29]=[CH:28][C:27](=[O:30])[NH:26]2)=[O:21])=[CH:22][CH:23]=1. The yield is 0.0500.